From a dataset of Aqueous solubility values for 9,982 compounds from the AqSolDB database. Regression/Classification. Given a drug SMILES string, predict its absorption, distribution, metabolism, or excretion properties. Task type varies by dataset: regression for continuous measurements (e.g., permeability, clearance, half-life) or binary classification for categorical outcomes (e.g., BBB penetration, CYP inhibition). For this dataset (solubility_aqsoldb), we predict Y. (1) The drug is CC(=O)N[C@@H](Cc1c[nH]c2ccccc12)C(=O)[O-]. The Y is -2.31 log mol/L. (2) The drug is CC(=O)CC(C)=Nc1ccc(O)cc1. The Y is -3.59 log mol/L. (3) The compound is CCN(CC)CCSc1nnc2[nH]c3ccccc3c2n1. The Y is -3.09 log mol/L.